This data is from Catalyst prediction with 721,799 reactions and 888 catalyst types from USPTO. The task is: Predict which catalyst facilitates the given reaction. (1) Reactant: [O:1]1[CH:5]=[CH:4][C:3]([C:6]2[CH:18]=[CH:17][C:9]([C:10]([O:12][C:13]([CH3:16])([CH3:15])[CH3:14])=[O:11])=[CH:8][CH:7]=2)=[CH:2]1. Product: [O:1]1[CH2:5][CH2:4][CH:3]([C:6]2[CH:18]=[CH:17][C:9]([C:10]([O:12][C:13]([CH3:14])([CH3:16])[CH3:15])=[O:11])=[CH:8][CH:7]=2)[CH2:2]1. The catalyst class is: 19. (2) Reactant: [CH:1]([C:3]1[CH:8]=[C:7]([O:9][CH3:10])[N:6]=[CH:5][C:4]=1[O:11][CH2:12][C:13]1[C:14]([C:19]#[N:20])=[N:15][CH:16]=[CH:17][CH:18]=1)=[O:2].[N-:21]=[N+:22]=[N-:23].[Na+].O. Product: [N:20]1[NH:21][N:22]=[N:23][C:19]=1[C:14]1[C:13]([CH2:12][O:11][C:4]2[C:3]([CH:1]=[O:2])=[CH:8][C:7]([O:9][CH3:10])=[N:6][CH:5]=2)=[CH:18][CH:17]=[CH:16][N:15]=1. The catalyst class is: 159. (3) Reactant: Br[C:2]1[CH:3]=[C:4]2[C:10]([C@@H:11]([C:13]3[C:18]([O:19][CH3:20])=[CH:17][CH:16]=[C:15]([F:21])[C:14]=3[Cl:22])[CH3:12])=[CH:9][NH:8][C:5]2=[N:6][CH:7]=1.[CH3:23][C:24]1[C:28](B2OC(C)(C)C(C)(C)O2)=[CH:27][NH:26][N:25]=1.C(=O)([O-])[O-].[K+].[K+].O. Product: [Cl:22][C:14]1[C:15]([F:21])=[CH:16][CH:17]=[C:18]([O:19][CH3:20])[C:13]=1[C@H:11]([C:10]1[C:4]2[C:5](=[N:6][CH:7]=[C:2]([C:28]3[C:24]([CH3:23])=[N:25][NH:26][CH:27]=3)[CH:3]=2)[NH:8][CH:9]=1)[CH3:12]. The catalyst class is: 12. (4) Reactant: [NH2:1][C:2]1[CH:7]=[C:6]([CH2:8][C@H:9]2[C:12](=[O:13])[N:11]([C:14](=[O:24])[NH:15][C@@H:16]([C:18]3[CH:23]=[CH:22][CH:21]=[CH:20][CH:19]=3)[CH3:17])[C@@H:10]2[C:25]([O:27][CH2:28][CH3:29])=[O:26])[CH:5]=[CH:4][N:3]=1.N1C=CC=CC=1.Cl[C:37]([O:39][CH2:40][CH2:41][CH2:42][CH2:43][CH2:44][CH3:45])=[O:38]. Product: [CH2:40]([O:39][C:37]([NH:1][C:2]1[CH:7]=[C:6]([CH2:8][C@H:9]2[C:12](=[O:13])[N:11]([C:14](=[O:24])[NH:15][C@@H:16]([C:18]3[CH:19]=[CH:20][CH:21]=[CH:22][CH:23]=3)[CH3:17])[C@@H:10]2[C:25]([O:27][CH2:28][CH3:29])=[O:26])[CH:5]=[CH:4][N:3]=1)=[O:38])[CH2:41][CH2:42][CH2:43][CH2:44][CH3:45]. The catalyst class is: 34.